Dataset: Reaction yield outcomes from USPTO patents with 853,638 reactions. Task: Predict the reaction yield, written as a fraction of the theoretical maximum amount of product (1.0 means a 100% yield; for example, 0.34 means a 34% yield). (1) The reactants are [N:1]1([C:7]([N:9]2[CH2:15][C:14]3[CH:16]=[CH:17][C:18]([C:20]([O:22]C)=O)=[CH:19][C:13]=3[O:12][CH2:11][CH2:10]2)=[O:8])[CH2:6][CH2:5][CH2:4][CH2:3][CH2:2]1.[OH-:24].[Na+].[NH2:26]O.Cl. The catalyst is C1COCC1.CO. The product is [OH:24][NH:26][C:20]([C:18]1[CH:17]=[CH:16][C:14]2[CH2:15][N:9]([C:7]([N:1]3[CH2:6][CH2:5][CH2:4][CH2:3][CH2:2]3)=[O:8])[CH2:10][CH2:11][O:12][C:13]=2[CH:19]=1)=[O:22]. The yield is 0.270. (2) The reactants are [NH2:1][C:2]1[N:7]=[C:6]([N:8]2[C:12]3[CH:13]=[C:14](Br)[CH:15]=[CH:16][C:11]=3[N:10]=[C:9]2[NH:18][CH2:19][CH2:20][O:21][CH3:22])[CH:5]=[CH:4][N:3]=1.[CH3:23][C:24]1[N:25]=[C:26]([C:29]([OH:33])([C:31]#[CH:32])[CH3:30])[S:27][CH:28]=1.C(N(CC)CC)C. The catalyst is CS(C)=O.Cl[Pd](Cl)([P](C1C=CC=CC=1)(C1C=CC=CC=1)C1C=CC=CC=1)[P](C1C=CC=CC=1)(C1C=CC=CC=1)C1C=CC=CC=1. The product is [NH2:1][C:2]1[N:7]=[C:6]([N:8]2[C:12]3[CH:13]=[C:14]([C:32]#[C:31][C:29]([C:26]4[S:27][CH:28]=[C:24]([CH3:23])[N:25]=4)([OH:33])[CH3:30])[CH:15]=[CH:16][C:11]=3[N:10]=[C:9]2[NH:18][CH2:19][CH2:20][O:21][CH3:22])[CH:5]=[CH:4][N:3]=1. The yield is 0.110. (3) The reactants are Cl[C:2]1[CH:3]=[CH:4][C:5]([N+:9]([O-:11])=[O:10])=[C:6]([NH2:8])[CH:7]=1.[N:12]1([CH2:18][CH2:19][CH2:20][NH2:21])[CH2:17][CH2:16][O:15][CH2:14][CH2:13]1.C([O-])([O-])=O.[K+].[K+].O. The catalyst is CN(C=O)C. The product is [N:12]1([CH2:18][CH2:19][CH2:20][NH:21][C:2]2[CH:3]=[CH:4][C:5]([N+:9]([O-:11])=[O:10])=[C:6]([NH2:8])[CH:7]=2)[CH2:17][CH2:16][O:15][CH2:14][CH2:13]1. The yield is 0.230. (4) The reactants are [CH2:1]([O:8][C:9]1[C:10]([CH3:17])=[C:11]([CH2:15][OH:16])[CH:12]=[CH:13][CH:14]=1)[C:2]1[CH:7]=[CH:6][CH:5]=[CH:4][CH:3]=1.CC(OI1(OC(C)=O)(OC(C)=O)OC(=O)C2C=CC=CC1=2)=O. The catalyst is O1CCCC1. The product is [CH2:1]([O:8][C:9]1[C:10]([CH3:17])=[C:11]([CH:12]=[CH:13][CH:14]=1)[CH:15]=[O:16])[C:2]1[CH:3]=[CH:4][CH:5]=[CH:6][CH:7]=1. The yield is 0.840. (5) The reactants are F.F.F.C(N(CC)CC)C.[Si]([O:28][CH2:29][C@H:30]1[O:34][C@@H:33]([N:35]2[CH:42]=[C:41]([CH3:43])[C:39](=[O:40])[NH:38][C:36]2=[O:37])[C@H:32]([O:44][CH2:45][CH2:46][O:47][N:48]([CH3:50])[CH3:49])[C@@H:31]1[OH:51])(C(C)(C)C)(C1C=CC=CC=1)C1C=CC=CC=1.CO. The catalyst is C1COCC1.C(Cl)Cl. The product is [CH3:49][N:48]([CH3:50])[O:47][CH2:46][CH2:45][O:44][C@@H:32]1[C@H:31]([OH:51])[C@@H:30]([CH2:29][OH:28])[O:34][C@H:33]1[N:35]1[CH:42]=[C:41]([CH3:43])[C:39](=[O:40])[NH:38][C:36]1=[O:37]. The yield is 0.925.